Dataset: Catalyst prediction with 721,799 reactions and 888 catalyst types from USPTO. Task: Predict which catalyst facilitates the given reaction. (1) Reactant: [NH:1]1[C:5]2=[N:6][CH:7]=[CH:8][CH:9]=[C:4]2[CH:3]=[C:2]1[CH:10]=[O:11].C([O-])([O-])=O.[Cs+].[Cs+].I[CH2:19][CH3:20]. Product: [CH2:19]([N:1]1[C:5]2=[N:6][CH:7]=[CH:8][CH:9]=[C:4]2[CH:3]=[C:2]1[CH:10]=[O:11])[CH3:20]. The catalyst class is: 9. (2) Reactant: C[Si]([N-][Si](C)(C)C)(C)C.[Li+].F[C:12]1[CH:17]=[C:16]([O:18][CH3:19])[CH:15]=[CH:14][C:13]=1[C:20]1[NH:29][C:28](=[O:30])[C:27]2[C:22](=[CH:23][C:24]([O:33][CH3:34])=[CH:25][C:26]=2[O:31][CH3:32])[N:21]=1.[CH2:35]([N:42]1[CH2:47][CH2:46][CH:45]([NH2:48])[CH2:44][CH2:43]1)[C:36]1[CH:41]=[CH:40][CH:39]=[CH:38][CH:37]=1. Product: [CH2:35]([N:42]1[CH2:47][CH2:46][CH:45]([NH:48][C:12]2[CH:17]=[C:16]([O:18][CH3:19])[CH:15]=[CH:14][C:13]=2[C:20]2[NH:29][C:28](=[O:30])[C:27]3[C:22](=[CH:23][C:24]([O:33][CH3:34])=[CH:25][C:26]=3[O:31][CH3:32])[N:21]=2)[CH2:44][CH2:43]1)[C:36]1[CH:37]=[CH:38][CH:39]=[CH:40][CH:41]=1. The catalyst class is: 1. (3) Reactant: C([O-])(=O)C.[Ni+2:5].C([O-])(=O)C.[CH3:10][C:11](=[N:16][OH:17])[C:12]([CH3:15])=[N:13][OH:14].[OH-].[K+]. Product: [CH3:10][C:11](=[N:16][OH:17])[C:12]([CH3:15])=[N:13][OH:14].[Ni:5]. The catalyst class is: 6. (4) Reactant: Br[CH2:2][CH2:3][CH2:4][CH2:5][CH2:6][CH2:7][CH2:8][CH2:9][O:10][C:11]1[CH:16]=[CH:15][C:14]([F:17])=[CH:13][CH:12]=1.[I-:18].[Na+].C(OCCCCCCCCCCN)CCCCC. Product: [F:17][C:14]1[CH:15]=[CH:16][C:11]([O:10][CH2:9][CH2:8][CH2:7][CH2:6][CH2:5][CH2:4][CH2:3][CH2:2][I:18])=[CH:12][CH:13]=1. The catalyst class is: 21. (5) Reactant: [F:1][C:2]1[C:11]([CH:12]=[O:13])=[C:10]([F:14])[CH:9]=[C:8]2[C:3]=1[CH:4]=[CH:5][CH:6]=[N:7]2.[BH4-].[Na+].[NH4+].[Cl-]. Product: [F:1][C:2]1[C:11]([CH2:12][OH:13])=[C:10]([F:14])[CH:9]=[C:8]2[C:3]=1[CH:4]=[CH:5][CH:6]=[N:7]2. The catalyst class is: 5. (6) Reactant: [S-2].[Na+].[Na+].Cl.N[C:6](N)=[S:7].N.SCC(CSCC(CS)SCCS)SCCS.SC[CH:29]([CH2:34][S:35][CH:36]([CH2:42][SH:43])[CH2:37][S:38][CH2:39][CH2:40][SH:41])[S:30][CH2:31][CH2:32][SH:33]. Product: [SH:43][CH2:42][CH:36]([S:35][CH:34]([CH2:6][SH:7])[CH2:29][S:30][CH2:31][CH2:32][SH:33])[CH2:37][S:38][CH2:39][CH2:40][SH:41]. The catalyst class is: 11. (7) Reactant: Cl[CH2:2][C@H:3]1[CH2:7][O:6][C:5]([CH3:9])([CH3:8])[O:4]1.[Br:10][C:11]1[CH:16]=[CH:15][C:14]([OH:17])=[CH:13][C:12]=1[C:18]([F:21])([F:20])[F:19].C([O-])([O-])=O.[K+].[K+].O. Product: [Br:10][C:11]1[CH:16]=[CH:15][C:14]([O:17][CH2:2][C@H:3]2[CH2:7][O:6][C:5]([CH3:9])([CH3:8])[O:4]2)=[CH:13][C:12]=1[C:18]([F:19])([F:20])[F:21]. The catalyst class is: 3.